This data is from NCI-60 drug combinations with 297,098 pairs across 59 cell lines. The task is: Regression. Given two drug SMILES strings and cell line genomic features, predict the synergy score measuring deviation from expected non-interaction effect. (1) Drug 1: C1C(C(OC1N2C=NC3=C(N=C(N=C32)Cl)N)CO)O. Drug 2: C1=NC2=C(N=C(N=C2N1C3C(C(C(O3)CO)O)F)Cl)N. Cell line: CCRF-CEM. Synergy scores: CSS=88.2, Synergy_ZIP=2.16, Synergy_Bliss=1.83, Synergy_Loewe=-0.361, Synergy_HSA=1.57. (2) Drug 1: CN1CCC(CC1)COC2=C(C=C3C(=C2)N=CN=C3NC4=C(C=C(C=C4)Br)F)OC. Drug 2: CC1=C2C(C(=O)C3(C(CC4C(C3C(C(C2(C)C)(CC1OC(=O)C(C(C5=CC=CC=C5)NC(=O)OC(C)(C)C)O)O)OC(=O)C6=CC=CC=C6)(CO4)OC(=O)C)OC)C)OC. Cell line: UO-31. Synergy scores: CSS=52.7, Synergy_ZIP=-5.67, Synergy_Bliss=-0.583, Synergy_Loewe=-4.06, Synergy_HSA=4.36.